Dataset: Reaction yield outcomes from USPTO patents with 853,638 reactions. Task: Predict the reaction yield, written as a fraction of the theoretical maximum amount of product (1.0 means a 100% yield; for example, 0.34 means a 34% yield). (1) The reactants are [Br:1][C:2]1[CH:3]=[C:4]([CH:7]=[CH:8][C:9]=1[O:10][C:11]1[CH:16]=[CH:15][C:14]([CH:17]=[O:18])=[CH:13][N:12]=1)[C:5]#[N:6].C(=O)([O-])[O-:20].[K+].[K+].OO.O. The catalyst is CS(C)=O. The product is [Br:1][C:2]1[CH:3]=[C:4]([CH:7]=[CH:8][C:9]=1[O:10][C:11]1[CH:16]=[CH:15][C:14]([CH:17]=[O:18])=[CH:13][N:12]=1)[C:5]([NH2:6])=[O:20]. The yield is 0.820. (2) The reactants are [OH:1][CH:2]1[C:17](=[O:18])[N:5]2[CH2:6][CH2:7][N:8]([C:10]([O:12][C:13]([CH3:16])([CH3:15])[CH3:14])=[O:11])[CH2:9][CH:4]2[CH2:3]1.C(=O)([O-])[O-].[Cs+].[Cs+].Br[C:26]1[CH:31]=[N:30][C:29]([CH:32]2[CH2:34][CH2:33]2)=[CH:28][N:27]=1. The catalyst is C(#N)C. The product is [CH:32]1([C:29]2[N:30]=[CH:31][C:26]([O:1][CH:2]3[C:17](=[O:18])[N:5]4[CH2:6][CH2:7][N:8]([C:10]([O:12][C:13]([CH3:15])([CH3:14])[CH3:16])=[O:11])[CH2:9][CH:4]4[CH2:3]3)=[N:27][CH:28]=2)[CH2:34][CH2:33]1. The yield is 0.630. (3) The yield is 0.100. The catalyst is C1(OC)C=CC=CC=1.[Pd].O.C(Cl)Cl. The reactants are C(O)(=O)C.C([O:9][C:10](=[O:36])[CH2:11][CH2:12][C:13]1[CH:18]=[CH:17][C:16]([O:19][CH2:20][CH2:21][C:22]2[N:23]=[C:24]([C:28]3[CH:33]=[CH:32][CH:31]=[CH:30][CH:29]=3)[O:25][C:26]=2[CH3:27])=[CH:15][C:14]=1[CH2:34][NH2:35])(C)(C)C.[C:37]([CH:45]1[CH2:50][CH2:49][CH2:48][CH2:47][C:46]1=O)(=[O:44])[C:38]1[CH:43]=[CH:42][CH:41]=[CH:40][CH:39]=1.C(O)(C(F)(F)F)=O. The product is [C:37]([C:45]1[CH:50]=[CH:49][CH:48]=[CH:47][C:46]=1[NH:35][CH2:34][C:14]1[CH:15]=[C:16]([O:19][CH2:20][CH2:21][C:22]2[N:23]=[C:24]([C:28]3[CH:29]=[CH:30][CH:31]=[CH:32][CH:33]=3)[O:25][C:26]=2[CH3:27])[CH:17]=[CH:18][C:13]=1[CH2:12][CH2:11][C:10]([OH:9])=[O:36])(=[O:44])[C:38]1[CH:43]=[CH:42][CH:41]=[CH:40][CH:39]=1. (4) The reactants are Cl.[C:2]([NH2:5])(=[NH:4])[CH3:3].C[O-].[Na+].[F:9][C:10]1[CH:24]=[CH:23][C:13]([CH2:14][CH:15]([C:20](=O)[CH3:21])[C:16](OC)=[O:17])=[CH:12][CH:11]=1.O. The catalyst is CO. The product is [F:9][C:10]1[CH:11]=[CH:12][C:13]([CH2:14][C:15]2[C:16]([OH:17])=[N:4][C:2]([CH3:3])=[N:5][C:20]=2[CH3:21])=[CH:23][CH:24]=1. The yield is 0.890. (5) The reactants are [C:1]([C:4]1[C:9]([C:10]2[CH:15]=[CH:14][CH:13]=[CH:12][CH:11]=2)=[N:8][N:7]([CH2:16][CH3:17])[C:6](=[O:18])[C:5]=1[N+:19]([O-])=O)(=[O:3])[CH3:2].[Cl:22][C:23]1[CH:24]=[C:25]([CH:27]=[CH:28][CH:29]=1)N. The catalyst is C(O)C. The product is [C:1]([C:4]1[C:9]([C:10]2[CH:15]=[CH:14][CH:13]=[CH:12][CH:11]=2)=[N:8][N:7]([CH2:16][CH3:17])[C:6](=[O:18])[C:5]=1[NH:19][C:28]1[CH:27]=[CH:25][CH:24]=[C:23]([Cl:22])[CH:29]=1)(=[O:3])[CH3:2]. The yield is 0.650.